The task is: Regression. Given a peptide amino acid sequence and an MHC pseudo amino acid sequence, predict their binding affinity value. This is MHC class II binding data.. This data is from Peptide-MHC class II binding affinity with 134,281 pairs from IEDB. (1) The peptide sequence is KTKNKTNWKQTWTFK. The MHC is HLA-DQA10103-DQB10603 with pseudo-sequence HLA-DQA10103-DQB10603. The binding affinity (normalized) is 0. (2) The binding affinity (normalized) is 0.483. The peptide sequence is ELYYAIYKASPTLAF. The MHC is DRB1_0301 with pseudo-sequence DRB1_0301. (3) The binding affinity (normalized) is 0.0411. The peptide sequence is LAARTLLAAADELVG. The MHC is DRB3_0202 with pseudo-sequence DRB3_0202. (4) The peptide sequence is GELQIVDKIDACFKI. The MHC is DRB1_1101 with pseudo-sequence DRB1_1101. The binding affinity (normalized) is 0.546. (5) The binding affinity (normalized) is 0.551. The MHC is HLA-DPA10201-DPB10101 with pseudo-sequence HLA-DPA10201-DPB10101. The peptide sequence is KKTLRLPKMLETEIV.